This data is from Kinase inhibitor bioactivity data combining Ki, Kd, and IC50 measurements. The task is: Regression. Given a target protein amino acid sequence and a drug SMILES string, predict the binding affinity score between them. We predict KIBA score (integrated kinase binding score). Dataset: kiba. The small molecule is FC(F)(F)Oc1ccc(-c2ccc3[nH]cc(C4=CCNCC4)c3c2)cc1. The target protein (Q13554) has sequence MATTVTCTRFTDEYQLYEDIGKGAFSVVRRCVKLCTGHEYAAKIINTKKLSARDHQKLEREARICRLLKHSNIVRLHDSISEEGFHYLVFDLVTGGELFEDIVAREYYSEADASHCIQQILEAVLHCHQMGVVHRDLKPENLLLASKCKGAAVKLADFGLAIEVQGDQQAWFGFAGTPGYLSPEVLRKEAYGKPVDIWACGVILYILLVGYPPFWDEDQHKLYQQIKAGAYDFPSPEWDTVTPEAKNLINQMLTINPAKRITAHEALKHPWVCQRSTVASMMHRQETVECLKKFNARRKLKGAILTTMLATRNFSVGRQTTAPATMSTAASGTTMGLVEQAKSLLNKKADGVKPQTNSTKNSAAATSPKGTLPPAALEPQTTVIHNPVDGIKESSDSANTTIEDEDAKAPRVPDILSSVRRGSGAPEAEGPLPCPSPAPFSPLPAPSPRISDILNSVRRGSGTPEAEGPLSAGPPPCLSPALLGPLSSPSPRISDILNSV.... The KIBA score is 11.7.